Task: Predict which catalyst facilitates the given reaction.. Dataset: Catalyst prediction with 721,799 reactions and 888 catalyst types from USPTO (1) Reactant: [NH2:1][C:2]1[N:7]=[CH:6][C:5]([C:8]2[CH2:12][N:11]([C:13]([O:15][C:16]([CH3:19])([CH3:18])[CH3:17])=[O:14])[C@H:10]([C:20]([O:22][CH3:23])=[O:21])[CH:9]=2)=[CH:4][CH:3]=1. Product: [NH2:1][C:2]1[N:7]=[CH:6][C:5]([C@@H:8]2[CH2:12][N:11]([C:13]([O:15][C:16]([CH3:17])([CH3:18])[CH3:19])=[O:14])[C@H:10]([C:20]([O:22][CH3:23])=[O:21])[CH2:9]2)=[CH:4][CH:3]=1. The catalyst class is: 19. (2) Reactant: CN(CCN(C)C)C.[CH2:9]=[CH:10][C:11]1[CH:16]=[CH:15][CH:14]=[CH:13][CH:12]=1.C([Li])CCC.[CH2:22]=[CH:23][C:24](=[CH2:26])[CH3:25].Cl[Si](Cl)(Cl)Cl. Product: [CH2:9]=[CH:10][C:11]1[CH:16]=[CH:15][CH:14]=[CH:13][CH:12]=1.[CH2:22]=[CH:23][C:24](=[CH2:25])[CH3:26].[CH2:9]=[CH:10][C:11]1[CH:16]=[CH:15][CH:14]=[CH:13][CH:12]=1. The catalyst class is: 244. (3) The catalyst class is: 7. Product: [CH3:10][N:11]([CH3:22])[CH2:12][CH2:13][O:14][C:15]1[CH:21]=[CH:20][C:18]([N:19]=[C:23]=[S:24])=[CH:17][CH:16]=1. Reactant: C(N(C(C)C)CC)(C)C.[CH3:10][N:11]([CH3:22])[CH2:12][CH2:13][O:14][C:15]1[CH:21]=[CH:20][C:18]([NH2:19])=[CH:17][CH:16]=1.[C:23](Cl)(Cl)=[S:24]. (4) The catalyst class is: 1. Product: [F:46][C:44]([F:45])([F:47])[C:42]1[CH:41]=[C:7]([CH:6]=[C:5]([C:4]([F:49])([F:48])[F:3])[CH:43]=1)[CH2:8][N:9]([C:31]1[N:32]=[N:33][N:34]([CH2:36][CH2:37][OH:38])[N:35]=1)[C@@H:10]1[C:19]2[C:14](=[CH:15][CH:16]=[C:17]([C:20]([F:21])([F:22])[F:23])[CH:18]=2)[N:13]([C:24]([O:26][CH2:27][CH3:28])=[O:25])[C@H:12]([CH2:29][CH3:30])[CH2:11]1. Reactant: [Li+].[BH4-].[F:3][C:4]([F:49])([F:48])[C:5]1[CH:6]=[C:7]([CH:41]=[C:42]([C:44]([F:47])([F:46])[F:45])[CH:43]=1)[CH2:8][N:9]([C:31]1[N:32]=[N:33][N:34]([CH2:36][C:37](OC)=[O:38])[N:35]=1)[C@@H:10]1[C:19]2[C:14](=[CH:15][CH:16]=[C:17]([C:20]([F:23])([F:22])[F:21])[CH:18]=2)[N:13]([C:24]([O:26][CH2:27][CH3:28])=[O:25])[C@H:12]([CH2:29][CH3:30])[CH2:11]1. (5) Reactant: [OH:1][C:2]1[N:10]=[CH:9][CH:8]=[CH:7][C:3]=1[C:4]([OH:6])=[O:5].[N+:11]([O-])([O-:13])=[O:12].[Na+]. Product: [OH:1][C:2]1[N:10]=[CH:9][C:8]([N+:11]([O-:13])=[O:12])=[CH:7][C:3]=1[C:4]([OH:6])=[O:5]. The catalyst class is: 65. (6) Reactant: Cl[C:2]1[N:7]=[C:6]([Cl:8])[N:5]=[C:4]([Cl:9])[N:3]=1.[CH3:10][O:11][C:12]1[CH:29]=[CH:28][C:15]2[CH2:16][NH:17][CH2:18][CH2:19][C@@:20]34[C@@H:25]([O:26][C:13]=1[C:14]=23)[CH2:24][C@@H:23]([OH:27])[CH:22]=[CH:21]4.[OH-].[Na+]. Product: [Cl:9][C:4]1[N:5]=[C:6]([Cl:8])[N:7]=[C:2]([N:17]2[CH2:18][CH2:19][C:20]34[CH:21]=[CH:22][C@H:23]([OH:27])[CH2:24][CH:25]3[O:26][C:13]3=[C:12]([O:11][CH3:10])[CH:29]=[CH:28][C:15](=[C:14]43)[CH2:16]2)[N:3]=1. The catalyst class is: 21. (7) Product: [Cl:1][C:2]1[CH:3]=[CH:4][C:5]2[N:11]3[CH:12]=[CH:13][CH:14]=[C:10]3[C@@H:9]([CH2:15][CH2:16][C:17]([NH:19][C:20]3[CH:21]=[C:22]([CH:28]=[CH:29][N:30]=3)[C:23]([OH:25])=[O:24])=[O:18])[O:8][C@H:7]([C:31]3[CH:36]=[CH:35][CH:34]=[C:33]([O:37][CH3:38])[C:32]=3[O:39][CH3:40])[C:6]=2[CH:41]=1. Reactant: [Cl:1][C:2]1[CH:3]=[CH:4][C:5]2[N:11]3[CH:12]=[CH:13][CH:14]=[C:10]3[C@@H:9]([CH2:15][CH2:16][C:17]([NH:19][C:20]3[CH:21]=[C:22]([CH:28]=[CH:29][N:30]=3)[C:23]([O:25]CC)=[O:24])=[O:18])[O:8][C@H:7]([C:31]3[CH:36]=[CH:35][CH:34]=[C:33]([O:37][CH3:38])[C:32]=3[O:39][CH3:40])[C:6]=2[CH:41]=1.C(=O)([O-])[O-].[K+].[K+].O.Cl. The catalyst class is: 5. (8) Reactant: [CH3:1][O:2][C@H:3]([C@@H:15]([CH3:22])[C@@H:16]([O:20][CH3:21])/[CH:17]=[CH:18]/[CH3:19])[C@@H:4]([CH3:14])[CH2:5][O:6]CC1C=CC=CC=1. Product: [CH3:1][O:2][C@H:3]([C@@H:15]([CH3:22])[C@@H:16]([O:20][CH3:21])/[CH:17]=[CH:18]/[CH3:19])[C@@H:4]([CH3:14])[CH2:5][OH:6]. The catalyst class is: 1. (9) Reactant: C([Sn](CCCC)(CCCC)[C:6]([O:8]CC)=[CH2:7])CCC.Br[C:20]1[CH:21]=[C:22]([O:34][CH2:35][CH3:36])[C:23]([O:30]COC)=[C:24]([C:26]([CH3:29])([CH3:28])[CH3:27])[CH:25]=1.C(OCC)(=O)C. Product: [C:26]([C:24]1[CH:25]=[C:20]([C:6](=[O:8])[CH3:7])[CH:21]=[C:22]([O:34][CH2:35][CH3:36])[C:23]=1[OH:30])([CH3:27])([CH3:28])[CH3:29]. The catalyst class is: 109.